From a dataset of Catalyst prediction with 721,799 reactions and 888 catalyst types from USPTO. Predict which catalyst facilitates the given reaction. (1) Reactant: [CH3:1][C:2]1[CH:10]=[CH:9][CH:8]=[C:7]([CH3:11])[C:3]=1[C:4]([OH:6])=O.C1C=CC2N(O)N=NC=2C=1.CN1CCOCC1.[O:29]1[C:33]2([CH2:38][CH2:37][NH:36][CH2:35][CH2:34]2)[O:32][CH2:31][CH2:30]1. Product: [CH3:11][C:7]1[CH:8]=[CH:9][CH:10]=[C:2]([CH3:1])[C:3]=1[C:4]([N:36]1[CH2:37][CH2:38][C:33]2([O:32][CH2:31][CH2:30][O:29]2)[CH2:34][CH2:35]1)=[O:6]. The catalyst class is: 2. (2) Reactant: [Br:1][C:2]1[CH:7]=[CH:6][C:5]([S:8](Cl)(=[O:10])=[O:9])=[C:4]([F:12])[CH:3]=1.[F-:13].C([N+](CCCC)(CCCC)CCCC)CCC. Product: [Br:1][C:2]1[CH:7]=[CH:6][C:5]([S:8]([F:13])(=[O:10])=[O:9])=[C:4]([F:12])[CH:3]=1. The catalyst class is: 1. (3) Reactant: C(=O)([O:7][C:8]1[CH:13]=[CH:12][C:11]([F:14])=[C:10]([C:15]([C:17]2[CH:18]=[C:19]3[C:24](=[CH:25][CH:26]=2)[N:23]=[CH:22][CH:21]=[N:20]3)=[O:16])[C:9]=1[F:27])OC(C)(C)C. Product: [F:27][C:9]1[C:8]([OH:7])=[CH:13][CH:12]=[C:11]([F:14])[C:10]=1[C:15]([C:17]1[CH:18]=[C:19]2[C:24](=[CH:25][CH:26]=1)[N:23]=[CH:22][CH:21]=[N:20]2)=[O:16]. The catalyst class is: 89. (4) Reactant: [Cl:1][C:2]1[CH:7]=[C:6]([N+:8]([O-:10])=[O:9])[CH:5]=[CH:4][C:3]=1F.[S:12]1[C:16]2=[CH:17][CH:18]=[CH:19][C:20]([OH:21])=[C:15]2[CH:14]=[N:13]1.C(=O)([O-])[O-].[K+].[K+].O. Product: [Cl:1][C:2]1[CH:7]=[C:6]([N+:8]([O-:10])=[O:9])[CH:5]=[CH:4][C:3]=1[O:21][C:20]1[C:15]2[CH:14]=[N:13][S:12][C:16]=2[CH:17]=[CH:18][CH:19]=1. The catalyst class is: 9. (5) Reactant: [Cl:1][C:2]1[CH:3]=[C:4]([CH:13]=[CH:14][C:15]=1[Cl:16])[CH2:5][N:6]1[CH2:11][CH2:10][C:9](=O)[CH2:8][CH2:7]1.[C:17]([O:21][C:22]([NH:24][CH2:25][CH2:26][NH2:27])=[O:23])([CH3:20])([CH3:19])[CH3:18].C(O[BH-](OC(=O)C)OC(=O)C)(=O)C.[Na+]. Product: [Cl:1][C:2]1[CH:3]=[C:4]([CH:13]=[CH:14][C:15]=1[Cl:16])[CH2:5][N:6]1[CH2:11][CH2:10][CH:9]([NH:27][CH2:26][CH2:25][NH:24][C:22](=[O:23])[O:21][C:17]([CH3:19])([CH3:18])[CH3:20])[CH2:8][CH2:7]1. The catalyst class is: 4. (6) Reactant: [C:1]([NH:5][S:6]([C:9]1[C:10]([S:24]([NH2:27])(=[O:26])=[O:25])=[CH:11][CH:12]=[C:13]([CH2:15][O:16][Si:17]([C:20]([CH3:23])([CH3:22])[CH3:21])([CH3:19])[CH3:18])[CH:14]=1)(=[O:8])=[O:7])([CH3:4])([CH3:3])[CH3:2].[Br:28][C:29]1[CH:37]=[CH:36][C:32]([C:33](O)=[O:34])=[CH:31][CH:30]=1.Cl.CN(C)CCCN=C=NCC.O. Product: [Br:28][C:29]1[CH:37]=[CH:36][C:32]([C:33]([NH:27][S:24]([C:10]2[CH:11]=[CH:12][C:13]([CH2:15][O:16][Si:17]([C:20]([CH3:21])([CH3:23])[CH3:22])([CH3:19])[CH3:18])=[CH:14][C:9]=2[S:6](=[O:8])(=[O:7])[NH:5][C:1]([CH3:2])([CH3:3])[CH3:4])(=[O:25])=[O:26])=[O:34])=[CH:31][CH:30]=1. The catalyst class is: 468. (7) The catalyst class is: 22. Reactant: Cl[C:2]1C=C(C=C[CH:11]=1)C(OO)=O.C(S[C:15]1[CH:20]=[C:19]([S:21][C:22]([F:25])([F:24])[F:23])[CH:18]=[CH:17][C:16]=1[C:26]1[N:41]([CH3:42])[C:29]2=[N:30][CH:31]=[C:32]([C:34]([F:40])([F:39])[C:35]([F:38])([F:37])[F:36])[CH:33]=[C:28]2[N:27]=1)C.C(=O)(O)[O-].[Na+].[S:48]([O-:52])([O-])(=[O:50])=S.[Na+].[Na+]. Product: [CH2:2]([S:48]([C:15]1[CH:20]=[C:19]([S:21][C:22]([F:23])([F:25])[F:24])[CH:18]=[CH:17][C:16]=1[C:26]1[N:41]([CH3:42])[C:29]2=[N:30][CH:31]=[C:32]([C:34]([F:40])([F:39])[C:35]([F:36])([F:37])[F:38])[CH:33]=[C:28]2[N:27]=1)(=[O:52])=[O:50])[CH3:11]. (8) Reactant: C([O:3][C:4](=O)[CH2:5][C:6](=[O:16])[C@H:7]1[CH2:12][CH2:11][C@H:10]([CH2:13][CH2:14][CH3:15])[CH2:9][CH2:8]1)C.[BH4-].[Na+]. Product: [CH2:13]([C@H:10]1[CH2:11][CH2:12][C@H:7]([CH:6]([OH:16])[CH2:5][CH2:4][OH:3])[CH2:8][CH2:9]1)[CH2:14][CH3:15]. The catalyst class is: 8. (9) Reactant: [C:1]1([S:7][CH2:8][C@H:9]([NH:15][C:16]2[CH:21]=[CH:20][C:19]([S:22](=[O:25])(=[O:24])[NH2:23])=[CH:18][C:17]=2[S:26]([C:29]([F:32])([F:31])[F:30])(=[O:28])=[O:27])[CH2:10][C:11]([O:13]C)=[O:12])[CH:6]=[CH:5][CH:4]=[CH:3][CH:2]=1.C1COCC1.CO.[Li+].[OH-]. Product: [C:1]1([S:7][CH2:8][C@H:9]([NH:15][C:16]2[CH:21]=[CH:20][C:19]([S:22](=[O:24])(=[O:25])[NH2:23])=[CH:18][C:17]=2[S:26]([C:29]([F:30])([F:31])[F:32])(=[O:28])=[O:27])[CH2:10][C:11]([OH:13])=[O:12])[CH:6]=[CH:5][CH:4]=[CH:3][CH:2]=1. The catalyst class is: 6. (10) Reactant: O.O.O.O.[C:5]1([S:19]([OH:22])(=[O:21])=[O:20])[C:14]2[CH:13]=[CH:12][CH:11]=[C:10]([S:15]([OH:18])(=[O:17])=[O:16])[C:9]=2[CH:8]=[CH:7][CH:6]=1.[Cl:23][C:24]1[CH:29]=[CH:28][C:27]([CH:30]2[N:34]([C:35]3[CH:40]=[CH:39][C:38]([Cl:41])=[CH:37][C:36]=3[Cl:42])[N:33]=[C:32]([C:43]([NH:45][N:46]3[CH2:51][CH2:50][CH2:49][CH2:48][CH2:47]3)=[O:44])[CH2:31]2)=[CH:26][CH:25]=1. Product: [C:5]1([S:19]([OH:22])(=[O:21])=[O:20])[C:14]2[CH:13]=[CH:12][CH:11]=[C:10]([S:15]([OH:18])(=[O:17])=[O:16])[C:9]=2[CH:8]=[CH:7][CH:6]=1.[Cl:23][C:24]1[CH:29]=[CH:28][C:27]([CH:30]2[N:34]([C:35]3[CH:40]=[CH:39][C:38]([Cl:41])=[CH:37][C:36]=3[Cl:42])[N:33]=[C:32]([C:43]([NH:45][N:46]3[CH2:47][CH2:48][CH2:49][CH2:50][CH2:51]3)=[O:44])[CH2:31]2)=[CH:26][CH:25]=1. The catalyst class is: 13.